This data is from Forward reaction prediction with 1.9M reactions from USPTO patents (1976-2016). The task is: Predict the product of the given reaction. Given the reactants [CH:1]12[O:6][CH:5]1[CH2:4][N:3]([C:7]([O:9][C:10]([CH3:13])([CH3:12])[CH3:11])=[O:8])[CH2:2]2.[Cu][C:15]#N.C[Mg]Br.[Cl-].[NH4+], predict the reaction product. The product is: [OH:6][C@H:5]1[C@H:1]([CH3:15])[CH2:2][N:3]([C:7]([O:9][C:10]([CH3:13])([CH3:12])[CH3:11])=[O:8])[CH2:4]1.